Task: Predict the reactants needed to synthesize the given product.. Dataset: Full USPTO retrosynthesis dataset with 1.9M reactions from patents (1976-2016) (1) Given the product [CH3:34][N:33]([CH3:32])[CH2:35][C:36]([N:38]1[C:47]2[C:42](=[CH:43][C:44]([CH3:49])=[C:45]([NH:48][C:3]3[N:16]=[C:7]([NH:8][C:9]4[CH:10]=[CH:11][CH:12]=[C:13]([F:18])[C:14]=4[C:15]([NH:51][CH3:50])=[O:17])[C:6]4[CH:19]=[CH:20][N:21]([S:22]([C:25]5[CH:30]=[CH:29][C:28]([CH3:31])=[CH:27][CH:26]=5)(=[O:24])=[O:23])[C:5]=4[N:4]=3)[CH:46]=2)[CH2:41][CH2:40][CH2:39]1)=[O:37], predict the reactants needed to synthesize it. The reactants are: Cl.Cl[C:3]1[N:16]2[C:7](=[N:8][C:9]3[C:14]([C:15]2=[O:17])=[C:13]([F:18])[CH:12]=[CH:11][CH:10]=3)[C:6]2[CH:19]=[CH:20][N:21]([S:22]([C:25]3[CH:30]=[CH:29][C:28]([CH3:31])=[CH:27][CH:26]=3)(=[O:24])=[O:23])[C:5]=2[N:4]=1.[CH3:32][N:33]([CH2:35][C:36]([N:38]1[C:47]2[C:42](=[CH:43][C:44]([CH3:49])=[C:45]([NH2:48])[CH:46]=2)[CH2:41][CH2:40][CH2:39]1)=[O:37])[CH3:34].[CH3:50][NH2:51]. (2) Given the product [C:15]([N:4]1[CH2:5][CH2:6][C@H:2]([NH2:1])[CH2:3]1)([O:17][C:18]([CH3:21])([CH3:20])[CH3:19])=[O:16], predict the reactants needed to synthesize it. The reactants are: [NH2:1][C@H:2]1[CH2:6][CH2:5][NH:4][CH2:3]1.C(=O)C1C=CC=CC=1.[C:15](O[C:15]([O:17][C:18]([CH3:21])([CH3:20])[CH3:19])=[O:16])([O:17][C:18]([CH3:21])([CH3:20])[CH3:19])=[O:16]. (3) Given the product [CH3:17][O:16][C:4]1[CH:3]=[C:2]([CH:18]=[CH2:19])[N:7]=[N:6][C:5]=1[O:8][C:9]1[CH:14]=[CH:13][CH:12]=[CH:11][C:10]=1[CH3:15], predict the reactants needed to synthesize it. The reactants are: Cl[C:2]1[N:7]=[N:6][C:5]([O:8][C:9]2[CH:14]=[CH:13][CH:12]=[CH:11][C:10]=2[CH3:15])=[C:4]([O:16][CH3:17])[CH:3]=1.[CH2:18]([Sn](CCCC)(CCCC)C=C)[CH2:19]CC.C(OCC)(=O)C.[F-].[Na+]. (4) Given the product [CH:1]([C:4]1[CH:5]=[CH:6][C:7]([CH2:8][O:9][C:10]([N:12]2[CH2:17][CH2:16][CH2:15][CH:14]([C:18]3[CH:23]=[CH:22][CH:21]=[C:20]([O:24][C:25]([C:28]([OH:30])=[O:29])([CH3:27])[CH3:26])[CH:19]=3)[CH2:13]2)=[O:11])=[CH:38][CH:39]=1)([CH3:3])[CH3:2], predict the reactants needed to synthesize it. The reactants are: [CH:1]([C:4]1[CH:39]=[CH:38][C:7]([CH2:8][O:9][C:10]([N:12]2[CH2:17][CH2:16][CH2:15][CH:14]([C:18]3[CH:23]=[CH:22][CH:21]=[C:20]([O:24][C:25]([C:28]([O:30]CC4C=CC=CC=4)=[O:29])([CH3:27])[CH3:26])[CH:19]=3)[CH2:13]2)=[O:11])=[CH:6][CH:5]=1)([CH3:3])[CH3:2].C(=O)([O-])[O-].[K+].[K+].CO. (5) Given the product [BrH:3].[Br-:3].[O:7]1[CH2:8][CH2:9][O:5][CH:6]1[C:10]1[N:15]=[C:14]([CH2:16][N+:18]2[CH:23]=[CH:22][CH:21]=[CH:20][CH:19]=2)[CH:13]=[CH:12][CH:11]=1, predict the reactants needed to synthesize it. The reactants are: S(Br)([Br:3])=O.[O:5]1[CH2:9][CH2:8][O:7][CH:6]1[C:10]1[N:15]=[C:14]([CH2:16]O)[CH:13]=[CH:12][CH:11]=1.[N:18]1[CH:23]=[CH:22][CH:21]=[CH:20][CH:19]=1. (6) The reactants are: O.[C:2]([NH:9][C:10](=[NH:19])[NH:11]C(OC(C)(C)C)=O)([O:4][C:5]([CH3:8])([CH3:7])[CH3:6])=[O:3]. Given the product [C:5]([O:4][C:2]([NH:9][C:10]([NH2:19])=[NH:11])=[O:3])([CH3:8])([CH3:6])[CH3:7], predict the reactants needed to synthesize it.